From a dataset of Full USPTO retrosynthesis dataset with 1.9M reactions from patents (1976-2016). Predict the reactants needed to synthesize the given product. (1) Given the product [Cl:1][CH2:2][C:3]([NH:6][CH2:7][CH2:8][C:9]1([OH:22])[CH2:14][CH2:13][N:12]([C:15]([O:17][C:18]([CH3:20])([CH3:19])[CH3:21])=[O:16])[CH2:11][CH2:10]1)=[O:4], predict the reactants needed to synthesize it. The reactants are: [Cl:1][CH2:2][C:3](Cl)=[O:4].[NH2:6][CH2:7][CH2:8][C:9]1([OH:22])[CH2:14][CH2:13][N:12]([C:15]([O:17][C:18]([CH3:21])([CH3:20])[CH3:19])=[O:16])[CH2:11][CH2:10]1.C(=O)([O-])[O-].[K+].[K+]. (2) Given the product [C:12]([C:14]1[CH:19]=[CH:18][C:17]([C:20]2[CH:26]=[N:2][N:1]([C:3]3[CH:11]=[CH:10][C:6]([C:7]([OH:9])=[O:8])=[CH:5][N:4]=3)[C:21]=2[OH:22])=[CH:16][CH:15]=1)#[N:13], predict the reactants needed to synthesize it. The reactants are: [NH:1]([C:3]1[CH:11]=[CH:10][C:6]([C:7]([OH:9])=[O:8])=[CH:5][N:4]=1)[NH2:2].[C:12]([C:14]1[CH:19]=[CH:18][C:17]([C:20](=[CH:26]N(C)C)[C:21](OCC)=[O:22])=[CH:16][CH:15]=1)#[N:13].Cl.CCN(C(C)C)C(C)C. (3) Given the product [C:18]([O:25][CH2:26][CH:27]([CH2:32][CH3:33])[CH2:28][CH2:29][CH2:30][CH3:31])(=[O:24])/[CH:19]=[CH:20]\[C:21]([O:8][CH:3]([C:4]([F:7])([F:6])[F:5])[C:2]([F:10])([F:9])[F:1])=[O:22], predict the reactants needed to synthesize it. The reactants are: [F:1][C:2]([F:10])([F:9])[CH:3]([OH:8])[C:4]([F:7])([F:6])[F:5].N1C=CC=CC=1.[Cl-].[C:18]([O:25][CH2:26][CH:27]([CH2:32][CH3:33])[CH2:28][CH2:29][CH2:30][CH3:31])(=[O:24])/[CH:19]=[CH:20]\[C:21]([O-])=[O:22].C(OCC)(=O)C.